From a dataset of Forward reaction prediction with 1.9M reactions from USPTO patents (1976-2016). Predict the product of the given reaction. (1) Given the reactants [NH2:1][C:2]1[C:10]2[CH2:9][CH2:8][N:7]([C:11]3[CH:16]=[CH:15][C:14]([CH3:17])=[CH:13][CH:12]=3)[C:6](=[O:18])[C:5]=2[NH:4][N:3]=1.[C:19](=[O:22])([O-])[O-].[K+].[K+].ClC[CH2:27][C:28]([N:30]1[CH2:35][CH2:34][N:33]([C:36]2[CH:41]=[CH:40][C:39]([C:42]([F:45])([F:44])[F:43])=[CH:38][CH:37]=2)[CH2:32][CH2:31]1)=O, predict the reaction product. The product is: [NH2:1][C:2]1[C:10]2[CH2:9][CH2:8][N:7]([C:11]3[CH:16]=[CH:15][C:14]([CH3:17])=[CH:13][CH:12]=3)[C:6](=[O:18])[C:5]=2[N:4]([C:19](=[O:22])[CH2:27][CH2:28][N:30]2[CH2:31][CH2:32][N:33]([C:36]3[CH:37]=[CH:38][C:39]([C:42]([F:45])([F:43])[F:44])=[CH:40][CH:41]=3)[CH2:34][CH2:35]2)[N:3]=1. (2) Given the reactants [Br:1][C:2]1[C:3]([C:8]([NH:10][OH:11])=[NH:9])=[N:4][CH:5]=[CH:6][CH:7]=1.[CH3:12][O:13][C:14]1[CH:22]=[C:18]([C:19](O)=O)[C:17]([OH:23])=[CH:16][CH:15]=1, predict the reaction product. The product is: [Br:1][C:2]1[C:3]([C:8]2[N:9]=[C:19]([C:18]3[CH:22]=[C:14]([O:13][CH3:12])[CH:15]=[CH:16][C:17]=3[OH:23])[O:11][N:10]=2)=[N:4][CH:5]=[CH:6][CH:7]=1. (3) Given the reactants [CH3:1][C:2]1[O:6][N:5]=[C:4]([C:7]2[CH:12]=[CH:11][CH:10]=[CH:9][CH:8]=2)[C:3]=1[C:13]1[N:14]=[C:15]2[CH:20]=[C:19]([NH2:21])[CH:18]=[CH:17][N:16]2[CH:22]=1.[CH:23]1([C:28](O)=[O:29])[CH2:27][CH2:26][CH2:25][CH2:24]1, predict the reaction product. The product is: [CH3:1][C:2]1[O:6][N:5]=[C:4]([C:7]2[CH:8]=[CH:9][CH:10]=[CH:11][CH:12]=2)[C:3]=1[C:13]1[N:14]=[C:15]2[CH:20]=[C:19]([NH:21][C:28]([CH:23]3[CH2:27][CH2:26][CH2:25][CH2:24]3)=[O:29])[CH:18]=[CH:17][N:16]2[CH:22]=1. (4) Given the reactants [CH2:1]([O:8][C:9]1[N:10]=[N:11][C:12]([C:23]#[CH:24])=[CH:13][C:14]=1[O:15][CH2:16][C:17]1[CH:22]=[CH:21][CH:20]=[CH:19][CH:18]=1)[C:2]1[CH:7]=[CH:6][CH:5]=[CH:4][CH:3]=1.Br[C:26]1[CH:31]=[CH:30][C:29]([C:32]([F:35])([F:34])[F:33])=[C:28]([CH3:36])[CH:27]=1.N1(C2CCCCCCCCCC2)CCCN=CCCCCC1, predict the reaction product. The product is: [CH2:1]([O:8][C:9]1[N:10]=[N:11][C:12]([C:23]#[C:24][C:26]2[CH:31]=[CH:30][C:29]([C:32]([F:33])([F:35])[F:34])=[C:28]([CH3:36])[CH:27]=2)=[CH:13][C:14]=1[O:15][CH2:16][C:17]1[CH:22]=[CH:21][CH:20]=[CH:19][CH:18]=1)[C:2]1[CH:3]=[CH:4][CH:5]=[CH:6][CH:7]=1. (5) The product is: [OH:1][C:2]1[CH:10]=[C:9]([C:11]([O-:13])=[O:12])[C:8]([OH:14])=[CH:7][C:3]=1[C:4]([O-:6])=[O:5].[Cs+:19].[Cs+:19]. Given the reactants [OH:1][C:2]1[CH:10]=[C:9]([C:11]([OH:13])=[O:12])[C:8]([OH:14])=[CH:7][C:3]=1[C:4]([OH:6])=[O:5].C(=O)([O-])[O-].[Cs+:19].[Cs+].CC(C)=O, predict the reaction product. (6) Given the reactants [Cl:1][C:2]1[CH:7]=[C:6]([O:8][CH3:9])[CH:5]=[C:4]([Cl:10])[C:3]=1[C:11]([C:13]1[CH:18]=[CH:17][C:16]([Cl:19])=[CH:15][C:14]=1[Cl:20])=[O:12].[BH4-].[Na+], predict the reaction product. The product is: [Cl:1][C:2]1[CH:7]=[C:6]([O:8][CH3:9])[CH:5]=[C:4]([Cl:10])[C:3]=1[CH:11]([C:13]1[CH:18]=[CH:17][C:16]([Cl:19])=[CH:15][C:14]=1[Cl:20])[OH:12]. (7) Given the reactants [N:1]1([C:5]2[N:10]=[C:9]([C:11]([O:13]C)=[O:12])[CH:8]=[CH:7][CH:6]=2)[CH2:4][CH2:3][CH2:2]1.[OH-].[K+].Cl, predict the reaction product. The product is: [N:1]1([C:5]2[N:10]=[C:9]([C:11]([OH:13])=[O:12])[CH:8]=[CH:7][CH:6]=2)[CH2:4][CH2:3][CH2:2]1. (8) Given the reactants [Si:1]([O:8][CH2:9][CH:10]([OH:23])[CH2:11][N:12]1[CH:16]=[C:15]([N+:17]([O-:19])=[O:18])[N:14]=[C:13]1[N+]([O-])=O)([C:4]([CH3:7])([CH3:6])[CH3:5])([CH3:3])[CH3:2].[H-].[Na+], predict the reaction product. The product is: [Si:1]([O:8][CH2:9][CH:10]1[O:23][C:13]2=[N:14][C:15]([N+:17]([O-:19])=[O:18])=[CH:16][N:12]2[CH2:11]1)([C:4]([CH3:7])([CH3:6])[CH3:5])([CH3:3])[CH3:2].